Dataset: Full USPTO retrosynthesis dataset with 1.9M reactions from patents (1976-2016). Task: Predict the reactants needed to synthesize the given product. (1) Given the product [Cl:22][CH2:23][CH2:24][C:25]([N:9]([C:8]1[C:4]([Cl:3])=[N:5][N:6]([C:12]2[CH:13]=[N:14][CH:15]=[CH:16][CH:17]=2)[CH:7]=1)[CH2:10][CH3:11])=[O:26], predict the reactants needed to synthesize it. The reactants are: Cl.Cl.[Cl:3][C:4]1[C:8]([NH:9][CH2:10][CH3:11])=[CH:7][N:6]([C:12]2[CH:13]=[N:14][CH:15]=[CH:16][CH:17]=2)[N:5]=1.C1OC1C.[Cl:22][CH2:23][CH2:24][C:25](Cl)=[O:26]. (2) Given the product [CH:22]([O:35][C:36]1[C:37]2[C:49](=[O:50])[N:48]([CH2:51][C:52]3[CH:57]=[CH:56][C:55]([F:58])=[CH:54][CH:53]=3)[CH2:47][C:38]=2[C:39]([O:46][S:18]([C:14]2[S:13][C:12]([NH:11][C:8](=[O:10])[CH3:9])=[N:16][C:15]=2[CH3:17])(=[O:19])=[O:20])=[C:40]2[C:45]=1[N:44]=[CH:43][CH:42]=[CH:41]2)([C:23]1[CH:28]=[CH:27][CH:26]=[CH:25][CH:24]=1)[C:29]1[CH:30]=[CH:31][CH:32]=[CH:33][CH:34]=1, predict the reactants needed to synthesize it. The reactants are: C(N(CC)CC)C.[C:8]([NH:11][C:12]1[S:13][C:14]([S:18](Cl)(=[O:20])=[O:19])=[C:15]([CH3:17])[N:16]=1)(=[O:10])[CH3:9].[CH:22]([O:35][C:36]1[C:37]2[C:49](=[O:50])[N:48]([CH2:51][C:52]3[CH:57]=[CH:56][C:55]([F:58])=[CH:54][CH:53]=3)[CH2:47][C:38]=2[C:39]([OH:46])=[C:40]2[C:45]=1[N:44]=[CH:43][CH:42]=[CH:41]2)([C:29]1[CH:34]=[CH:33][CH:32]=[CH:31][CH:30]=1)[C:23]1[CH:28]=[CH:27][CH:26]=[CH:25][CH:24]=1.CCOC(C)=O.CCCCCC. (3) Given the product [CH3:19][O:18][C:13]1[CH:14]=[CH:15][CH:16]=[CH:17][C:12]=1[N:8]1[C:9]2[C:5](=[CH:4][CH:3]=[C:2]([Cl:1])[CH:10]=2)[CH:6]=[CH:7]1, predict the reactants needed to synthesize it. The reactants are: [Cl:1][C:2]1[CH:10]=[C:9]2[C:5]([CH:6]=[CH:7][NH:8]2)=[CH:4][CH:3]=1.I[C:12]1[CH:17]=[CH:16][CH:15]=[CH:14][C:13]=1[O:18][CH3:19].